This data is from Acute oral toxicity (LD50) regression data from Zhu et al.. The task is: Regression/Classification. Given a drug SMILES string, predict its toxicity properties. Task type varies by dataset: regression for continuous values (e.g., LD50, hERG inhibition percentage) or binary classification for toxic/non-toxic outcomes (e.g., AMES mutagenicity, cardiotoxicity, hepatotoxicity). Dataset: ld50_zhu. (1) The compound is CCCCSN(C)C(=O)Oc1cccc2c1OC(C)(C)C2. The rat oral LD50 is 3.71, given as -log10 of the dose in mol/kg body weight (higher means more acutely toxic). (2) The molecule is CCCCC(CC)COCC(CC)CCCC. The rat oral LD50 is 0.853, given as -log10 of the dose in mol/kg body weight (higher means more acutely toxic). (3) The compound is NC(=O)C(c1ccccc1)c1ccccc1. The rat oral LD50 is 2.55, given as -log10 of the dose in mol/kg body weight (higher means more acutely toxic).